Task: Predict the reactants needed to synthesize the given product.. Dataset: Full USPTO retrosynthesis dataset with 1.9M reactions from patents (1976-2016) (1) Given the product [F:1][C:2]1[CH:3]=[CH:4][C:5]([C:8]2[NH:9][C:10]([C:13]([O:15][CH3:20])=[O:14])=[CH:11][N:12]=2)=[CH:6][CH:7]=1, predict the reactants needed to synthesize it. The reactants are: [F:1][C:2]1[CH:7]=[CH:6][C:5]([C:8]2[NH:9][C:10]([C:13]([OH:15])=[O:14])=[CH:11][N:12]=2)=[CH:4][CH:3]=1.S(Cl)(Cl)=O.[CH3:20]O. (2) Given the product [I:1][C:2]1[CH:20]=[CH:19][CH:18]=[CH:17][C:3]=1[CH2:4][N:5]1[CH2:10][CH2:9][N:8]([CH2:11][C:12]([NH:21][NH2:22])=[O:13])[CH2:7][CH2:6]1, predict the reactants needed to synthesize it. The reactants are: [I:1][C:2]1[CH:20]=[CH:19][CH:18]=[CH:17][C:3]=1[CH2:4][N:5]1[CH2:10][CH2:9][N:8]([CH2:11][C:12](OCC)=[O:13])[CH2:7][CH2:6]1.[NH2:21][NH2:22].